Task: Predict the product of the given reaction.. Dataset: Forward reaction prediction with 1.9M reactions from USPTO patents (1976-2016) (1) Given the reactants [NH2:1][C:2]1[N:7]=[CH:6][C:5]([C:8]([N:10]2[CH2:15][CH2:14][O:13][CH2:12][CH2:11]2)=[O:9])=[CH:4][CH:3]=1.Br[C:17]1[C:18](=[O:25])[N:19]([CH3:24])[N:20]=[C:21]([Cl:23])[CH:22]=1.CC1(C)C2C(=C(P(C3C=CC=CC=3)C3C=CC=CC=3)C=CC=2)OC2C(P(C3C=CC=CC=3)C3C=CC=CC=3)=CC=CC1=2.C(=O)([O-])[O-].[Cs+].[Cs+], predict the reaction product. The product is: [Cl:23][C:21]1[CH:22]=[C:17]([NH:1][C:2]2[CH:3]=[CH:4][C:5]([C:8]([N:10]3[CH2:15][CH2:14][O:13][CH2:12][CH2:11]3)=[O:9])=[CH:6][N:7]=2)[C:18](=[O:25])[N:19]([CH3:24])[N:20]=1. (2) Given the reactants [C:1]1([C:7]2[C:11]([C:12]([F:15])([F:14])[F:13])=[C:10]([C:16](O)=[O:17])[O:9][N:8]=2)[CH:6]=[CH:5][CH:4]=[CH:3][CH:2]=1.CN1CCOCC1.ClC(OCC(C)C)=O.[BH4-].[Na+], predict the reaction product. The product is: [C:1]1([C:7]2[C:11]([C:12]([F:15])([F:13])[F:14])=[C:10]([CH2:16][OH:17])[O:9][N:8]=2)[CH:2]=[CH:3][CH:4]=[CH:5][CH:6]=1. (3) The product is: [C:1]([O:5][C:6](=[O:27])[NH:7][C:8]1([CH2:12][CH2:13][N:15]2[CH2:18][CH:17]([O:19][C:20]3[CH:21]=[CH:22][C:23]([Cl:26])=[CH:24][CH:25]=3)[CH2:16]2)[CH2:11][CH2:10][CH2:9]1)([CH3:4])([CH3:2])[CH3:3]. Given the reactants [C:1]([O:5][C:6](=[O:27])[NH:7][C:8]1([CH2:12][C:13]([N:15]2[CH2:18][CH:17]([O:19][C:20]3[CH:25]=[CH:24][C:23]([Cl:26])=[CH:22][CH:21]=3)[CH2:16]2)=O)[CH2:11][CH2:10][CH2:9]1)([CH3:4])([CH3:3])[CH3:2].[H-].[H-].[H-].[H-].[Li+].[Al+3], predict the reaction product. (4) Given the reactants C(OC(=O)[NH:7][C:8]1[CH:13]=[C:12]([CH:14]2[CH2:16][CH2:15]2)[CH:11]=[CH:10][C:9]=1[CH2:17][CH:18]([OH:23])[C:19]([CH3:22])([CH3:21])[CH3:20])(C)(C)C.FC(F)(F)C(O)=O.C(=O)([O-])O.[Na+].C(OCC)(=O)C, predict the reaction product. The product is: [NH2:7][C:8]1[CH:13]=[C:12]([CH:14]2[CH2:15][CH2:16]2)[CH:11]=[CH:10][C:9]=1[CH2:17][CH:18]([OH:23])[C:19]([CH3:21])([CH3:20])[CH3:22]. (5) Given the reactants [Cl:1][C:2]1[C:3]([F:30])=[C:4]([CH:28]=C)[C:5]([O:26][CH3:27])=[C:6]([CH:8]([NH:10][C:11]2[N:19]=[CH:18][N:17]=[C:16]3[C:12]=2[N:13]=[CH:14][N:15]3[CH:20]2[CH2:25][CH2:24][CH2:23][CH2:22][O:21]2)[CH3:9])[CH:7]=1.I([O-])(=O)(=O)=[O:32].[Na+], predict the reaction product. The product is: [Cl:1][C:2]1[C:3]([F:30])=[C:4]([C:5]([O:26][CH3:27])=[C:6]([CH:8]([NH:10][C:11]2[N:19]=[CH:18][N:17]=[C:16]3[C:12]=2[N:13]=[CH:14][N:15]3[CH:20]2[CH2:25][CH2:24][CH2:23][CH2:22][O:21]2)[CH3:9])[CH:7]=1)[CH:28]=[O:32]. (6) The product is: [CH3:1][O:2][C:3]([NH:5][C@@H:6]([C@@H:11]1[CH2:16][CH2:15][CH2:14][O:13][CH2:12]1)[C:7]([OH:9])=[O:8])=[O:4]. Given the reactants [CH3:1][O:2][C:3]([NH:5][C@@H:6]([C@@H:11]1[CH2:16][CH2:15][CH2:14][O:13][CH2:12]1)[C:7]([O:9]C)=[O:8])=[O:4].[Li+].[OH-].Cl, predict the reaction product. (7) Given the reactants [Cl:1][C:2]1[CH:3]=[C:4]([NH2:19])[CH:5]=[N:6][C:7]=1[O:8][C:9]1[CH:10]=[N:11][C:12]2[C:17]([CH:18]=1)=[CH:16][CH:15]=[CH:14][CH:13]=2.[F:20][C:21]1[CH:26]=[CH:25][CH:24]=[C:23]([F:27])[C:22]=1[S:28](Cl)(=[O:30])=[O:29], predict the reaction product. The product is: [Cl:1][C:2]1[CH:3]=[C:4]([NH:19][S:28]([C:22]2[C:23]([F:27])=[CH:24][CH:25]=[CH:26][C:21]=2[F:20])(=[O:30])=[O:29])[CH:5]=[N:6][C:7]=1[O:8][C:9]1[CH:10]=[N:11][C:12]2[C:17]([CH:18]=1)=[CH:16][CH:15]=[CH:14][CH:13]=2.